This data is from Antibody paratope prediction from SAbDab with 1,023 antibody chains. The task is: Token-level Classification. Given an antibody amino acid sequence, predict which amino acid positions are active in antigen binding. Output is a list of indices for active paratope positions. (1) The paratope positions are: [29, 30, 96, 97, 98, 99]. Given the antibody sequence: QSVLTQPPSASGTPGQRVTISCSGNSSNIENNYVYWYQQLPGSTPKLLIFRDDQRPSGVPDRFSGSKSGTSASLAISGLRSEDEADYYCASWDDSRGGPDYVFGTGTKVTVL, which amino acid positions are active in antigen binding (paratope)? (2) Given the antibody sequence: DVKLVESGGGLVKPGGSLKLSCAASGFTFSSYTMSWVRQTPEKRLEWVATISSGGSYTYYPDSVKGRFTISRDNAKNTLYLQMSSLKSEDTAMYYCTRDGNDYDYWGQGTTLTVSS, which amino acid positions are active in antigen binding (paratope)? The paratope positions are: [52, 83, 84, 85]. (3) Given the antibody sequence: ATRLEESGAEVKKPGSSVKVSCKASGGTFSSYAISWVRQAPGQGLEWMGRIIPILGIANYAQKFQGRVTITADKSTSTAYMELSSLRSEDTAVYYCASKQGDYYDRTSYAFDIWGQGTMVTVSS, which amino acid positions are active in antigen binding (paratope)? The paratope positions are: [52, 83, 84, 85, 104, 105, 106, 107, 108, 109, 110]. (4) The paratope positions are: [82, 83, 84]. Given the antibody sequence: QVQLQQSGGGSVKPGGSLKLSCSASGFSLSTYAMSWVRQTPEKRLEWVASMSSGGSLYYPDTVKGRFTISRDTVKNIVYLQMSSLRSEDTAMYYCVRGGYGTSYWGQGTTVTVSS, which amino acid positions are active in antigen binding (paratope)? (5) Given the antibody sequence: QIQLVQSGPELKKPGETVKISCKASGYTFTDFSMHWVNQAPGKGLNWMGWVNTETGEPTYADDFKGRFAFSLETSASTAYLQINSLKNEDTATYFCARFLLRQYFDVWGAGTTVTVSS, which amino acid positions are active in antigen binding (paratope)? The paratope positions are: [52, 83, 84, 85, 104].